Dataset: Full USPTO retrosynthesis dataset with 1.9M reactions from patents (1976-2016). Task: Predict the reactants needed to synthesize the given product. (1) Given the product [N:23]1([C:4]2[C:5]3[CH2:10][CH2:9][CH:8]([C:11]4[CH:16]=[CH:15][C:14]([O:17][C:18]([F:21])([F:20])[F:19])=[CH:13][CH:12]=4)[C:6]=3[N:7]=[C:2]([Cl:1])[N:3]=2)[CH2:26][CH2:25][CH2:24]1, predict the reactants needed to synthesize it. The reactants are: [Cl:1][C:2]1[N:3]=[C:4](Cl)[C:5]2[CH2:10][CH2:9][CH:8]([C:11]3[CH:16]=[CH:15][C:14]([O:17][C:18]([F:21])([F:20])[F:19])=[CH:13][CH:12]=3)[C:6]=2[N:7]=1.[NH:23]1[CH2:26][CH2:25][CH2:24]1. (2) Given the product [CH3:21][C:12]1[CH:11]=[C:9]([NH:10][S:2]([CH3:1])(=[O:4])=[O:3])[CH:8]=[C:7]([CH3:6])[C:13]=1[S:14]([CH2:17][N+:18]([O-:20])=[O:19])(=[O:15])=[O:16], predict the reactants needed to synthesize it. The reactants are: [CH3:1][S:2](Cl)(=[O:4])=[O:3].[CH3:6][C:7]1[CH:8]=[C:9]([CH:11]=[C:12]([CH3:21])[C:13]=1[S:14]([CH2:17][N+:18]([O-:20])=[O:19])(=[O:16])=[O:15])[NH2:10].N1C=CC=CC=1.C(OCC)(=O)C. (3) Given the product [C:1]([O:5][C:6]([N:8]1[CH2:9][CH2:10][C:11]2([NH:15][C:14](=[O:16])[N:13]([CH2:25][CH2:26][O:27][C:28]3[CH:33]=[CH:32][C:31]([C:34]4[N:39]=[C:38]([C:40]#[N:41])[C:37]5[N:42]=[CH:43][N:44]([CH3:45])[C:36]=5[CH:35]=4)=[CH:30][C:29]=3[C:46]([F:49])([F:47])[F:48])[C:12]2=[O:17])[CH2:18][CH2:19]1)=[O:7])([CH3:4])([CH3:2])[CH3:3], predict the reactants needed to synthesize it. The reactants are: [C:1]([O:5][C:6]([N:8]1[CH2:19][CH2:18][C:11]2([NH:15][C:14](=[O:16])[NH:13][C:12]2=[O:17])[CH2:10][CH2:9]1)=[O:7])([CH3:4])([CH3:3])[CH3:2].CS(O[CH2:25][CH2:26][O:27][C:28]1[CH:33]=[CH:32][C:31]([C:34]2[N:39]=[C:38]([C:40]#[N:41])[C:37]3[N:42]=[CH:43][N:44]([CH3:45])[C:36]=3[CH:35]=2)=[CH:30][C:29]=1[C:46]([F:49])([F:48])[F:47])(=O)=O.C([O-])([O-])=O.[K+].[K+]. (4) Given the product [CH3:13][O:12][C:6]1[N:5]=[CH:4][N:3]=[C:2]([NH2:15])[C:7]=1[C:8]([F:11])([F:10])[F:9], predict the reactants needed to synthesize it. The reactants are: F[C:2]1[C:7]([C:8]([F:11])([F:10])[F:9])=[C:6]([O:12][CH3:13])[N:5]=[CH:4][N:3]=1.[OH-].[NH4+:15]. (5) Given the product [Cl:1][C:2]1[C:7]([CH2:8][NH:22][C:20]2[N:19]([CH2:23][CH3:24])[N:18]=[C:17]([CH:14]3[CH2:16][CH2:15]3)[CH:21]=2)=[C:6]([O:10][CH3:11])[N:5]=[C:4]([O:12][CH3:13])[N:3]=1, predict the reactants needed to synthesize it. The reactants are: [Cl:1][C:2]1[C:7]([CH:8]=O)=[C:6]([O:10][CH3:11])[N:5]=[C:4]([O:12][CH3:13])[N:3]=1.[CH:14]1([C:17]2[CH:21]=[C:20]([NH2:22])[N:19]([CH2:23][CH3:24])[N:18]=2)[CH2:16][CH2:15]1.[BH4-].[Na+]. (6) Given the product [CH:1]1([CH2:4][O:5][C:6]2[CH:7]=[C:8]([CH:28]=[CH:29][C:30]=2[O:31][CH2:32][CH:33]2[CH2:35][CH2:34]2)[C:9]([NH:11][CH:12]2[CH:17]([C:18]3[CH:23]=[CH:22][C:21]([O:24][CH3:25])=[C:20]([O:26][CH3:27])[CH:19]=3)[CH2:16][CH:15]3[CH:14]([O:44]3)[CH2:13]2)=[O:10])[CH2:2][CH2:3]1, predict the reactants needed to synthesize it. The reactants are: [CH:1]1([CH2:4][O:5][C:6]2[CH:7]=[C:8]([CH:28]=[CH:29][C:30]=2[O:31][CH2:32][CH:33]2[CH2:35][CH2:34]2)[C:9]([NH:11][C@H:12]2[C@@H:17]([C:18]3[CH:23]=[CH:22][C:21]([O:24][CH3:25])=[C:20]([O:26][CH3:27])[CH:19]=3)[CH2:16][CH:15]=[CH:14][CH2:13]2)=[O:10])[CH2:3][CH2:2]1.ClC1C=CC=C(C(OO)=[O:44])C=1. (7) Given the product [CH:20]([C:23]1[S:27][C:26]([NH:28][S:16]([C:13]2[CH:14]=[CH:15][C:10]([C@@H:6]3[CH2:7][CH2:8][CH2:9][C@H:5]3[NH:4][C:1](=[O:3])[CH3:2])=[CH:11][CH:12]=2)(=[O:18])=[O:17])=[N:25][N:24]=1)([CH3:22])[CH3:21], predict the reactants needed to synthesize it. The reactants are: [C:1]([NH:4][C@@H:5]1[CH2:9][CH2:8][CH2:7][C@H:6]1[C:10]1[CH:15]=[CH:14][C:13]([S:16](Cl)(=[O:18])=[O:17])=[CH:12][CH:11]=1)(=[O:3])[CH3:2].[CH:20]([C:23]1[S:27][C:26]([NH2:28])=[N:25][N:24]=1)([CH3:22])[CH3:21].